From a dataset of Experimentally validated miRNA-target interactions with 360,000+ pairs, plus equal number of negative samples. Binary Classification. Given a miRNA mature sequence and a target amino acid sequence, predict their likelihood of interaction. The miRNA is hsa-miR-26b-5p with sequence UUCAAGUAAUUCAGGAUAGGU. The protein sequence of the target gene is MPTDMEHTGHYLHLAFLMTTVFSLSPGTKANYTRLWANSTSSWDSVIQNKTGRNQNENINTNPITPEVDYKGNSTNMPETSHIVALTSKSEQELYIPSVVSNSPSTVQSIENTSKSHGEIFKKDVCAENNNNMAMLICLIIIAVLFLICTFLFLSTVVLANKVSSLRRSKQVGKRQPRSNGDFLASGLWPAESDTWKRTKQLTGPNLVMQSTGVLTATRERKDEEGTEKLTNKQIG. Result: 1 (interaction).